From a dataset of Reaction yield outcomes from USPTO patents with 853,638 reactions. Predict the reaction yield, written as a fraction of the theoretical maximum amount of product (1.0 means a 100% yield; for example, 0.34 means a 34% yield). The reactants are C[O-].[Na+].[C:4]([O:11][CH3:12])(=[O:10])[CH2:5][C:6]([O:8]C)=O.[CH3:13][C:14](=[O:22])[CH:15]=[CH:16][CH2:17][CH2:18][CH2:19][CH2:20][CH3:21]. The catalyst is CO. The product is [CH2:17]([CH:16]1[CH:5]([C:4]([O:11][CH3:12])=[O:10])[C:6]([OH:8])=[CH:13][C:14](=[O:22])[CH2:15]1)[CH2:18][CH2:19][CH2:20][CH3:21]. The yield is 0.920.